This data is from Reaction yield outcomes from USPTO patents with 853,638 reactions. The task is: Predict the reaction yield, written as a fraction of the theoretical maximum amount of product (1.0 means a 100% yield; for example, 0.34 means a 34% yield). (1) The reactants are Br[C:2]1[S:3][CH:4]=[CH:5][C:6]=1[CH3:7].[Li]CCCC.C(O[B:17]1[O:21][C:20]([CH3:23])([CH3:22])[C:19]([CH3:25])([CH3:24])[O:18]1)(C)C. The catalyst is C1COCC1. The product is [CH3:24][C:19]1([CH3:25])[C:20]([CH3:23])([CH3:22])[O:21][B:17]([C:2]2[S:3][CH:4]=[CH:5][C:6]=2[CH3:7])[O:18]1. The yield is 0.530. (2) The reactants are [Cl:1][C:2]1[CH:10]=[CH:9][CH:8]=[C:7]2[C:3]=1[C:4]([C:16]([OH:18])=O)=[CH:5][N:6]2[CH2:11][C:12]([F:15])([F:14])[F:13].[NH2:19][CH2:20][C:21]1([OH:29])[CH2:26][CH2:25][C:24]([F:28])([F:27])[CH2:23][CH2:22]1.CCN=C=NCCCN(C)C.C1C=CC2N(O)N=NC=2C=1. The catalyst is CC#N.CCN(CC)CC. The product is [Cl:1][C:2]1[CH:10]=[CH:9][CH:8]=[C:7]2[C:3]=1[C:4]([C:16]([NH:19][CH2:20][C:21]1([OH:29])[CH2:22][CH2:23][C:24]([F:28])([F:27])[CH2:25][CH2:26]1)=[O:18])=[CH:5][N:6]2[CH2:11][C:12]([F:13])([F:14])[F:15]. The yield is 0.350. (3) The reactants are [Cl-].[Al+3].[Cl-].[Cl-].[NH:5]1[C:13]2[C:8](=[CH:9][CH:10]=[CH:11][N:12]=2)[CH:7]=[CH:6]1.[CH2:14]([O:16][C:17](=[O:21])[C:18](Cl)=[O:19])[CH3:15].C(O)C. The catalyst is C(Cl)Cl. The product is [CH2:14]([O:16][C:17](=[O:21])[C:18](=[O:19])[C:7]1[C:8]2[C:13](=[N:12][CH:11]=[CH:10][CH:9]=2)[NH:5][CH:6]=1)[CH3:15]. The yield is 0.230.